This data is from Reaction yield outcomes from USPTO patents with 853,638 reactions. The task is: Predict the reaction yield, written as a fraction of the theoretical maximum amount of product (1.0 means a 100% yield; for example, 0.34 means a 34% yield). (1) The reactants are [C:1]1([CH:7]2[O:12][CH2:11][CH2:10][NH:9][CH2:8]2)[CH:6]=[CH:5][CH:4]=[CH:3][CH:2]=1.[CH2:13]([O:20][C:21]1[CH:26]=[CH:25][C:24](Br)=[CH:23][CH:22]=1)[C:14]1[CH:19]=[CH:18][CH:17]=[CH:16][CH:15]=1. No catalyst specified. The product is [CH2:13]([O:20][C:21]1[CH:26]=[CH:25][C:24]([N:9]2[CH2:10][CH2:11][O:12][CH:7]([C:1]3[CH:2]=[CH:3][CH:4]=[CH:5][CH:6]=3)[CH2:8]2)=[CH:23][CH:22]=1)[C:14]1[CH:19]=[CH:18][CH:17]=[CH:16][CH:15]=1. The yield is 0.800. (2) The reactants are [Cl:1][C:2]1[C:7]([CH3:8])=[CH:6][C:5]([OH:9])=[C:4]([N+:10]([O-:12])=[O:11])[CH:3]=1.CI.[C:15](=O)([O-])[O-].[K+].[K+]. No catalyst specified. The product is [Cl:1][C:2]1[C:7]([CH3:8])=[CH:6][C:5]([O:9][CH3:15])=[C:4]([N+:10]([O-:12])=[O:11])[CH:3]=1. The yield is 0.970.